This data is from Peptide-MHC class II binding affinity with 134,281 pairs from IEDB. The task is: Regression. Given a peptide amino acid sequence and an MHC pseudo amino acid sequence, predict their binding affinity value. This is MHC class II binding data. The peptide sequence is AGAEPAGKATTEEQK. The MHC is HLA-DQA10301-DQB10302 with pseudo-sequence HLA-DQA10301-DQB10302. The binding affinity (normalized) is 0.386.